From a dataset of Full USPTO retrosynthesis dataset with 1.9M reactions from patents (1976-2016). Predict the reactants needed to synthesize the given product. (1) Given the product [C:1]1([S:7]([CH2:10][C:11]2[C:16]([C:17]([O:19][CH2:20][CH3:21])=[O:18])=[C:15]([O:22][CH3:23])[C:14]([CH:26]3[CH2:28][CH2:27]3)=[CH:13][CH:12]=2)(=[O:9])=[O:8])[CH:6]=[CH:5][CH:4]=[CH:3][CH:2]=1, predict the reactants needed to synthesize it. The reactants are: [C:1]1([S:7]([CH2:10][C:11]2[C:16]([C:17]([O:19][CH2:20][CH3:21])=[O:18])=[C:15]([O:22][CH3:23])[C:14](Br)=[CH:13][CH:12]=2)(=[O:9])=[O:8])[CH:6]=[CH:5][CH:4]=[CH:3][CH:2]=1.O.[CH:26]1(B(O)O)[CH2:28][CH2:27]1.C(Cl)Cl.C(=O)([O-])[O-].[Cs+].[Cs+]. (2) Given the product [CH3:1][N:2]1[CH:6]=[C:5]([C:7]2[S:15][C:14]3[C:9](=[N:10][CH:11]=[CH:12][C:13]=3[O:16][C:17]3[CH:22]=[CH:21][C:20]([NH:23][C:34]([NH:33][C:31](=[O:32])[CH2:30][C:24]4[CH:25]=[CH:26][CH:27]=[CH:28][CH:29]=4)=[S:35])=[CH:19][CH:18]=3)[CH:8]=2)[N:4]=[CH:3]1, predict the reactants needed to synthesize it. The reactants are: [CH3:1][N:2]1[CH:6]=[C:5]([C:7]2[S:15][C:14]3[C:9](=[N:10][CH:11]=[CH:12][C:13]=3[O:16][C:17]3[CH:22]=[CH:21][C:20]([NH2:23])=[CH:19][CH:18]=3)[CH:8]=2)[N:4]=[CH:3]1.[C:24]1([CH2:30][C:31]([N:33]=[C:34]=[S:35])=[O:32])[CH:29]=[CH:28][CH:27]=[CH:26][CH:25]=1. (3) Given the product [Br:1][C:2]1[CH:7]=[CH:6][C:5]([NH2:8])=[CH:4][C:3]=1[CH3:11], predict the reactants needed to synthesize it. The reactants are: [Br:1][C:2]1[CH:7]=[CH:6][C:5]([N+:8]([O-])=O)=[CH:4][C:3]=1[CH3:11]. (4) Given the product [CH2:1]([O:3][C:4]([C:6]1[S:10][C:9]([S:24][C:18]2[CH:23]=[CH:22][CH:21]=[CH:20][CH:19]=2)=[N:8][CH:7]=1)=[O:5])[CH3:2], predict the reactants needed to synthesize it. The reactants are: [CH2:1]([O:3][C:4]([C:6]1[S:10][C:9](Br)=[N:8][CH:7]=1)=[O:5])[CH3:2].C([O-])([O-])=O.[K+].[K+].[C:18]1([SH:24])[CH:23]=[CH:22][CH:21]=[CH:20][CH:19]=1. (5) Given the product [Cl:1][C:2]1[CH:9]=[C:8]([N:10]2[C@H:14]([CH3:15])[C@H:13]([OH:16])[C:12]([CH2:19][CH3:20])([CH2:17][CH3:18])[C:11]2=[O:21])[CH:7]=[CH:6][C:3]=1[C:4]#[N:5], predict the reactants needed to synthesize it. The reactants are: [Cl:1][C:2]1[CH:9]=[C:8]([N:10]2[CH:14]([CH3:15])[C:13](=[O:16])[C:12]([CH2:19][CH3:20])([CH2:17][CH3:18])[C:11]2=[O:21])[CH:7]=[CH:6][C:3]=1[C:4]#[N:5].C([BH-](C(CC)C)C(CC)C)(CC)C.[Li+].C1COCC1.